Dataset: Forward reaction prediction with 1.9M reactions from USPTO patents (1976-2016). Task: Predict the product of the given reaction. (1) Given the reactants CN1CCNCC1.[NH:8]1[CH2:13][CH2:12][CH2:11][CH2:10][CH2:9]1.[CH3:14][O:15][C:16]([C:18]1[CH:27]=[C:26]([O:28][CH2:29][C:30]2[CH:35]=[CH:34][CH:33]=[CH:32][CH:31]=2)[C:25]2[C:20](=[C:21]([N+:37]([O-:39])=[O:38])[CH:22]=[C:23](Br)[CH:24]=2)[N:19]=1)=[O:17].COC(C1C=C(OCC2C=CC=CC=2)C2C(=C([N+]([O-])=O)C=CC=2Br)N=1)=O, predict the reaction product. The product is: [CH3:14][O:15][C:16]([C:18]1[CH:27]=[C:26]([O:28][CH2:29][C:30]2[CH:35]=[CH:34][CH:33]=[CH:32][CH:31]=2)[C:25]2[C:20](=[C:21]([N+:37]([O-:39])=[O:38])[CH:22]=[CH:23][C:24]=2[N:8]2[CH2:13][CH2:12][CH2:11][CH2:10][CH2:9]2)[N:19]=1)=[O:17]. (2) Given the reactants [C:1]1([CH2:7][CH:8]=[O:9])[CH:6]=[CH:5][CH:4]=[CH:3][CH:2]=1.[CH:10]([O-])([O-])OC.[H][H], predict the reaction product. The product is: [CH3:10][O:9][CH2:8][CH2:7][C:1]1[CH:6]=[CH:5][CH:4]=[CH:3][CH:2]=1. (3) Given the reactants [CH3:1][O:2][C:3](=[O:18])[C:4]1[CH:9]=[C:8]([C:10]2[CH:15]=[CH:14][C:13]([CH3:16])=[CH:12][N:11]=2)[CH:7]=[C:6]([NH2:17])[CH:5]=1.[N-:19]=[N+:20]=[N-:21].[Na+].[CH:23](OCC)(OCC)OCC, predict the reaction product. The product is: [CH3:1][O:2][C:3](=[O:18])[C:4]1[CH:5]=[C:6]([N:17]2[CH:23]=[N:21][N:20]=[N:19]2)[CH:7]=[C:8]([C:10]2[CH:15]=[CH:14][C:13]([CH3:16])=[CH:12][N:11]=2)[CH:9]=1. (4) Given the reactants Br[C:2]1[S:6][C:5]([O:7][C:8]2[CH:17]=[CH:16][C:15]3[C:10](=[CH:11][CH:12]=[CH:13][CH:14]=3)[CH:9]=2)=[N:4][CH:3]=1.[CH3:18][CH:19]([NH:22][C:23](=[O:25])[CH3:24])[C:20]#[CH:21].C(N(CC)CC)C, predict the reaction product. The product is: [CH3:18][CH:19]([NH:22][C:23](=[O:25])[CH3:24])[C:20]#[C:21][C:2]1[S:6][C:5]([O:7][C:8]2[CH:17]=[CH:16][C:15]3[C:10](=[CH:11][CH:12]=[CH:13][CH:14]=3)[CH:9]=2)=[N:4][CH:3]=1. (5) The product is: [F:1][C:2]([F:14])([F:13])[C:3]1[CH:8]=[CH:7][C:6]([CH2:9][CH2:10][NH:23][C:20]2[CH:21]=[N:22][C:17]([C:16]([F:25])([F:15])[F:24])=[CH:18][CH:19]=2)=[CH:5][CH:4]=1. Given the reactants [F:1][C:2]([F:14])([F:13])[C:3]1[CH:8]=[CH:7][C:6]([CH2:9][C:10](O)=O)=[CH:5][CH:4]=1.[F:15][C:16]([F:25])([F:24])[C:17]1[N:22]=[CH:21][C:20]([NH2:23])=[CH:19][CH:18]=1, predict the reaction product. (6) Given the reactants [N:1]1([C:7]2[CH:8]=[CH:9][CH:10]=[C:11]3[C:16]=2[CH:15]=[N:14][CH:13]=[CH:12]3)[CH2:6][CH2:5][NH:4][CH2:3][CH2:2]1.[CH3:17][C:18]([O:21][C:22](O[C:22]([O:21][C:18]([CH3:20])([CH3:19])[CH3:17])=[O:23])=[O:23])([CH3:20])[CH3:19], predict the reaction product. The product is: [C:18]([O:21][C:22]([N:4]1[CH2:5][CH2:6][N:1]([C:7]2[CH:8]=[CH:9][CH:10]=[C:11]3[C:16]=2[CH:15]=[N:14][CH:13]=[CH:12]3)[CH2:2][CH2:3]1)=[O:23])([CH3:20])([CH3:19])[CH3:17]. (7) Given the reactants [Cl:1][C:2]1[CH:7]=[CH:6][CH:5]=[CH:4][C:3]=1[CH:8]([N:18]([C:27]1[CH:32]=[CH:31][CH:30]=[C:29]([F:33])[CH:28]=1)[C:19]([C@@H:21]1[CH2:25][O:24][C:23](=[O:26])[NH:22]1)=[O:20])[C:9]([NH:11][CH:12]1[CH2:15][C:14]([F:17])([F:16])[CH2:13]1)=[O:10].Br[C:35]1[N:40]=[CH:39][CH:38]=[CH:37][N:36]=1.C([O-])([O-])=O.[Cs+].[Cs+], predict the reaction product. The product is: [Cl:1][C:2]1[CH:7]=[CH:6][CH:5]=[CH:4][C:3]=1[C@@H:8]([N:18]([C:27]1[CH:32]=[CH:31][CH:30]=[C:29]([F:33])[CH:28]=1)[C:19]([C@@H:21]1[CH2:25][O:24][C:23](=[O:26])[N:22]1[C:35]1[N:40]=[CH:39][CH:38]=[CH:37][N:36]=1)=[O:20])[C:9]([NH:11][CH:12]1[CH2:15][C:14]([F:16])([F:17])[CH2:13]1)=[O:10]. (8) Given the reactants C([O:3][C:4]([CH:6]1[CH2:8][CH:7]1[C:9]1[C:10]([CH3:21])=[N:11][O:12][C:13]=1[C:14]1[CH:19]=[CH:18][C:17]([Br:20])=[CH:16][CH:15]=1)=[O:5])C.CO.[OH-].[Na+].Cl, predict the reaction product. The product is: [Br:20][C:17]1[CH:16]=[CH:15][C:14]([C:13]2[O:12][N:11]=[C:10]([CH3:21])[C:9]=2[CH:7]2[CH2:8][CH:6]2[C:4]([OH:5])=[O:3])=[CH:19][CH:18]=1. (9) Given the reactants N[C@@H]1CCN(C2N=C3C(N=CN3[C@@H]3C[C@H](N4N=NC(CC)=N4)[C@@H](O)[C@H]3O)=C(NCC(C3C=CC=CC=3)C3C=CC=CC=3)N=2)C1.[ClH:45].[C:46]1([CH:52]([C:94]2[CH:99]=[CH:98][CH:97]=[CH:96][CH:95]=2)[CH2:53][NH:54][C:55]2[N:63]=[C:62]([N:64]3[CH2:68][CH2:67][C@@H:66]([NH:69][C:70](NCC4C=CC=CN=4)=[O:71])[CH2:65]3)[N:61]=[C:60]3[C:56]=2[N:57]=[CH:58][N:59]3[C@@H:80]2[CH2:84][C@H:83]([N:85]3[N:89]=[N:88][C:87]([CH2:90][CH3:91])=[N:86]3)[C@@H:82]([OH:92])[C@H:81]2[OH:93])[CH:51]=[CH:50][CH:49]=[CH:48][CH:47]=1.[C:100]1([C:106]2[S:107][CH:108]=[C:109]([CH2:111][NH2:112])[N:110]=2)[CH:105]=[CH:104][CH:103]=[CH:102][CH:101]=1, predict the reaction product. The product is: [ClH:45].[C:94]1([CH:52]([C:46]2[CH:47]=[CH:48][CH:49]=[CH:50][CH:51]=2)[CH2:53][NH:54][C:55]2[N:63]=[C:62]([N:64]3[CH2:68][CH2:67][C@@H:66]([NH:69][C:70]([NH:112][CH2:111][C:109]4[N:110]=[C:106]([C:100]5[CH:101]=[CH:102][CH:103]=[CH:104][CH:105]=5)[S:107][CH:108]=4)=[O:71])[CH2:65]3)[N:61]=[C:60]3[C:56]=2[N:57]=[CH:58][N:59]3[C@@H:80]2[CH2:84][C@H:83]([N:85]3[N:89]=[N:88][C:87]([CH2:90][CH3:91])=[N:86]3)[C@@H:82]([OH:92])[C@H:81]2[OH:93])[CH:99]=[CH:98][CH:97]=[CH:96][CH:95]=1. (10) Given the reactants [C:1]([O:5][C:6]([N:8]1[CH2:12][C@@H:11]([CH2:13][N:14]([CH:31]([CH3:33])[CH3:32])[C:15](=[O:30])[C:16]2[CH:21]=[CH:20][C:19]([O:22][CH3:23])=[C:18]([O:24][CH2:25][CH2:26][CH2:27][O:28][CH3:29])[CH:17]=2)[C@H:10]([C:34](C)(C)[O:35][SiH2]C(C)(C)C)[CH2:9]1)=[O:7])([CH3:4])([CH3:3])[CH3:2].O.O.O.[F-].C([N+](CCCC)(CCCC)CCCC)CCC.O.CCOC(C)=O, predict the reaction product. The product is: [C:1]([O:5][C:6]([N:8]1[CH2:12][C@@H:11]([CH2:13][N:14]([CH:31]([CH3:32])[CH3:33])[C:15](=[O:30])[C:16]2[CH:21]=[CH:20][C:19]([O:22][CH3:23])=[C:18]([O:24][CH2:25][CH2:26][CH2:27][O:28][CH3:29])[CH:17]=2)[C@H:10]([CH2:34][OH:35])[CH2:9]1)=[O:7])([CH3:4])([CH3:3])[CH3:2].